This data is from Peptide-MHC class I binding affinity with 185,985 pairs from IEDB/IMGT. The task is: Regression. Given a peptide amino acid sequence and an MHC pseudo amino acid sequence, predict their binding affinity value. This is MHC class I binding data. (1) The peptide sequence is EILRNYLRLY. The MHC is HLA-A03:01 with pseudo-sequence HLA-A03:01. The binding affinity (normalized) is 0.428. (2) The peptide sequence is AAVTLNRIKI. The MHC is HLA-A02:03 with pseudo-sequence HLA-A02:03. The binding affinity (normalized) is 0.246. (3) The peptide sequence is KLPRMFLPK. The MHC is HLA-B07:02 with pseudo-sequence HLA-B07:02. The binding affinity (normalized) is 0.0847. (4) The peptide sequence is RPSFLLSSL. The MHC is HLA-B51:01 with pseudo-sequence HLA-B51:01. The binding affinity (normalized) is 0. (5) The peptide sequence is FIYFGKKQY. The MHC is HLA-B07:02 with pseudo-sequence HLA-B07:02. The binding affinity (normalized) is 0.0847.